From a dataset of Peptide-MHC class II binding affinity with 134,281 pairs from IEDB. Regression. Given a peptide amino acid sequence and an MHC pseudo amino acid sequence, predict their binding affinity value. This is MHC class II binding data. (1) The MHC is H-2-IAb with pseudo-sequence H-2-IAb. The peptide sequence is IGHLLRGRNHFIYIV. The binding affinity (normalized) is 0.0381. (2) The binding affinity (normalized) is 0.854. The peptide sequence is EKKYFAATQGEPLAA. The MHC is DRB1_0701 with pseudo-sequence DRB1_0701. (3) The peptide sequence is GSLKPNCGNKVVVSY. The MHC is HLA-DPA10201-DPB10501 with pseudo-sequence HLA-DPA10201-DPB10501. The binding affinity (normalized) is 0.312. (4) The peptide sequence is GGRLAFQEFMIVPSG. The MHC is DRB1_0401 with pseudo-sequence DRB1_0401. The binding affinity (normalized) is 0.417. (5) The peptide sequence is CDEFINVPEWSYIVEKA. The MHC is DRB1_0101 with pseudo-sequence DRB1_0101. The binding affinity (normalized) is 0.443. (6) The peptide sequence is CSNFKIQLVFSSMIN. The MHC is DRB1_0101 with pseudo-sequence DRB1_0101. The binding affinity (normalized) is 0.841.